The task is: Binary Classification. Given a drug SMILES string, predict its activity (active/inactive) in a high-throughput screening assay against a specified biological target.. This data is from HIV replication inhibition screening data with 41,000+ compounds from the AIDS Antiviral Screen. (1) The drug is COC1OC2COC(c3ccccc3)OC2C(S)C1S. The result is 0 (inactive). (2) The molecule is c1ccc(NNN2NC(c3ccccc3)C2c2ccccc2)cc1. The result is 0 (inactive).